Dataset: Forward reaction prediction with 1.9M reactions from USPTO patents (1976-2016). Task: Predict the product of the given reaction. Given the reactants [CH3:1][O:2][C:3]1[CH:11]=[C:10]2[C:6]([CH2:7][CH2:8][C:9]2=[O:12])=[CH:5][C:4]=1[N:13]1[CH2:18][CH2:17][O:16][CH2:15][CH2:14]1.[Cl:19][C:20]1[CH:21]=[C:22]([CH:25]=[C:26]([C:28]([F:31])([F:30])[F:29])[CH:27]=1)[CH:23]=O.CC1C=CC(S(O)(=O)=O)=CC=1, predict the reaction product. The product is: [Cl:19][C:20]1[CH:21]=[C:22]([CH:25]=[C:26]([C:28]([F:29])([F:30])[F:31])[CH:27]=1)/[CH:23]=[C:8]1/[C:9](=[O:12])[C:10]2[C:6]([CH2:7]/1)=[CH:5][C:4]([N:13]1[CH2:14][CH2:15][O:16][CH2:17][CH2:18]1)=[C:3]([O:2][CH3:1])[CH:11]=2.